This data is from Forward reaction prediction with 1.9M reactions from USPTO patents (1976-2016). The task is: Predict the product of the given reaction. (1) Given the reactants [Li]CCCC.Br[C:7]1[CH:8]=[CH:9][C:10]([Cl:15])=[C:11]([Cl:14])[C:12]=1[Cl:13].[F:16][C:17]([F:24])([F:23])[C:18](OCC)=[O:19], predict the reaction product. The product is: [F:16][C:17]([F:24])([F:23])[C:18]([C:8]1[CH:9]=[C:10]([Cl:15])[C:11]([Cl:14])=[C:12]([Cl:13])[CH:7]=1)=[O:19]. (2) The product is: [Br:1][C:2]1[N:7]=[C:6]2[O:12][CH2:11][CH2:10][O:9][C:5]2=[CH:4][CH:3]=1. Given the reactants [Br:1][C:2]1[N:7]=[C:6](Cl)[C:5]([O:9][CH2:10][CH2:11][OH:12])=[CH:4][CH:3]=1.[OH-].[K+].C1OCCOCCOCCOCCOCCOC1, predict the reaction product. (3) Given the reactants [OH:1][C:2]1[CH:38]=[CH:37][C:5]([C:6]([N:8]([CH:34]([CH3:36])[CH3:35])[C:9]2[CH:14]=[C:13]([O:15][CH3:16])[CH:12]=[CH:11][C:10]=2[CH:17]2[CH2:26][CH2:25][C:24]3[CH:23]=[C:22]([O:27]C(=O)C(C)(C)C)[CH:21]=[CH:20][C:19]=3[CH2:18]2)=O)=[CH:4][CH:3]=1.Cl[CH2:40][C:41]([N:43]([CH3:45])[CH3:44])=O, predict the reaction product. The product is: [CH3:44][N:43]([CH3:45])[CH2:41][CH2:40][O:1][C:2]1[CH:3]=[CH:4][C:5]([CH2:6][N:8]([CH:34]([CH3:36])[CH3:35])[C:9]2[CH:14]=[C:13]([O:15][CH3:16])[CH:12]=[CH:11][C:10]=2[CH:17]2[CH2:26][CH2:25][C:24]3[CH:23]=[C:22]([OH:27])[CH:21]=[CH:20][C:19]=3[CH2:18]2)=[CH:37][CH:38]=1. (4) Given the reactants [NH2:1][C:2]1[C:7]([NH2:8])=[CH:6][C:5]([C:9]2[C:10]([CH3:15])=[N:11][O:12][C:13]=2[CH3:14])=[CH:4][C:3]=1[S:16]([NH:19][CH:20]1[CH2:24][CH2:23][CH2:22][CH2:21]1)(=[O:18])=[O:17].[C:25](N1C=CN=C1)(N1C=CN=C1)=[S:26], predict the reaction product. The product is: [CH:20]1([NH:19][S:16]([C:3]2[C:2]3[N:1]=[C:25]([SH:26])[NH:8][C:7]=3[CH:6]=[C:5]([C:9]3[C:10]([CH3:15])=[N:11][O:12][C:13]=3[CH3:14])[CH:4]=2)(=[O:17])=[O:18])[CH2:24][CH2:23][CH2:22][CH2:21]1.